Predict the reaction yield, written as a fraction of the theoretical maximum amount of product (1.0 means a 100% yield; for example, 0.34 means a 34% yield). From a dataset of Reaction yield outcomes from USPTO patents with 853,638 reactions. (1) The reactants are [H-].[Na+].[CH3:3][O:4][C:5]([C:7]1[C:15]2[C:10](=[N:11][CH:12]=[C:13]([F:16])[CH:14]=2)[N:9]([S:17]([C:20]2[CH:25]=[CH:24][CH:23]=[CH:22][CH:21]=2)(=[O:19])=[O:18])[C:8]=1[CH2:26]Br)=[O:6].[C:28]([CH2:30][NH:31][S:32]([C:35]1[CH:40]=[CH:39][C:38]([CH3:41])=[CH:37][CH:36]=1)(=[O:34])=[O:33])#[N:29].Cl. The product is [CH3:3][O:4][C:5]([C:7]1[C:15]2[C:10](=[N:11][CH:12]=[C:13]([F:16])[CH:14]=2)[N:9]([S:17]([C:20]2[CH:25]=[CH:24][CH:23]=[CH:22][CH:21]=2)(=[O:19])=[O:18])[C:8]=1[CH2:26][N:31]([CH2:30][C:28]#[N:29])[S:32]([C:35]1[CH:36]=[CH:37][C:38]([CH3:41])=[CH:39][CH:40]=1)(=[O:34])=[O:33])=[O:6]. The catalyst is CN(C=O)C. The yield is 0.820. (2) The reactants are [Cl:1][C:2]1[CH:7]=[CH:6][C:5]([N:8]2[C:12]([S:13][CH3:14])=[C:11]([C:15]([OH:17])=O)[N:10]=[C:9]2[C:18]2[CH:23]=[CH:22][C:21]([Cl:24])=[CH:20][C:19]=2[Cl:25])=[CH:4][CH:3]=1.C(N(CC)C(C)C)(C)C.F[P-](F)(F)(F)(F)F.N1(OC(N(C)C)=[N+](C)C)[C:46]2[CH:47]=[CH:48][CH:49]=C[C:45]=2[N:44]=[N:43]1.NN1CCCCC1. The catalyst is CC#N.O. The product is [Cl:1][C:2]1[CH:7]=[CH:6][C:5]([N:8]2[C:12]([S:13][CH3:14])=[C:11]([C:15]([NH:43][N:44]3[CH2:49][CH2:48][CH2:47][CH2:46][CH2:45]3)=[O:17])[N:10]=[C:9]2[C:18]2[CH:23]=[CH:22][C:21]([Cl:24])=[CH:20][C:19]=2[Cl:25])=[CH:4][CH:3]=1. The yield is 0.720. (3) The reactants are [OH2:1].C.[Se](=O)=O.C([C:9]1[CH:14]=[CH:13][CH:12]=[CH:11][C:10]=1[NH:15][S:16]([C:19]1[CH:24]=[CH:23][CH:22]=[CH:21][CH:20]=1)(=[O:18])=[O:17])(=O)C.[O:25]1[CH2:30][CH2:29][O:28][CH2:27][CH2:26]1. No catalyst specified. The product is [CH2:26]([O:25][CH:30]([OH:1])[C:29]([C:12]1[CH:11]=[C:10]([NH:15][S:16]([C:19]2[CH:20]=[CH:21][CH:22]=[CH:23][CH:24]=2)(=[O:17])=[O:18])[CH:9]=[CH:14][CH:13]=1)=[O:28])[CH3:27]. The yield is 0.460. (4) The product is [F:1][C:2]1[N:7]=[CH:6][C:5]([C:8](=[N:12][OH:13])[CH3:9])=[CH:4][CH:3]=1. The yield is 1.00. The catalyst is O.CCO. The reactants are [F:1][C:2]1[N:7]=[CH:6][C:5]([C:8](=O)[CH3:9])=[CH:4][CH:3]=1.Cl.[NH2:12][OH:13].CC([O-])=O.[Na+].